From a dataset of Full USPTO retrosynthesis dataset with 1.9M reactions from patents (1976-2016). Predict the reactants needed to synthesize the given product. (1) The reactants are: [C:1]([O:5][C:6]([N:8]1[CH2:11][CH:10]([C:12](O)=[O:13])[CH2:9]1)=[O:7])([CH3:4])([CH3:3])[CH3:2].CSC.B.Cl. Given the product [OH:13][CH2:12][CH:10]1[CH2:11][N:8]([C:6]([O:5][C:1]([CH3:4])([CH3:3])[CH3:2])=[O:7])[CH2:9]1, predict the reactants needed to synthesize it. (2) Given the product [C:1]([O:5][C:6]([N:8]1[CH2:12][C@H:11]([O:13][S:29]([CH3:28])(=[O:31])=[O:30])[CH2:10][C@H:9]1[C:14]([N:16]1[CH2:20][CH2:19][S:18][CH2:17]1)=[O:15])=[O:7])([CH3:4])([CH3:2])[CH3:3], predict the reactants needed to synthesize it. The reactants are: [C:1]([O:5][C:6]([N:8]1[CH2:12][C@H:11]([OH:13])[CH2:10][C@H:9]1[C:14]([N:16]1[CH2:20][CH2:19][S:18][CH2:17]1)=[O:15])=[O:7])([CH3:4])([CH3:3])[CH3:2].C(N(CC)CC)C.[CH3:28][S:29](Cl)(=[O:31])=[O:30]. (3) The reactants are: C([N-]C(C)C)(C)C.[Li+].[CH3:9][C:10]1[N:11]=[N:12][CH:13]=[CH:14][CH:15]=1.[C:16](=O)([O:20]CC)[O:17][CH2:18][CH3:19]. Given the product [N:12]1[CH:13]=[CH:14][CH:15]=[C:10]([CH2:9][C:16]([O:17][CH2:18][CH3:19])=[O:20])[N:11]=1, predict the reactants needed to synthesize it. (4) Given the product [C:14]1([C:12]2[NH:11][N:10]=[C:9]([C:7]([NH:6][CH2:5][C:4]([OH:20])=[O:3])=[O:8])[CH:13]=2)[CH:15]=[CH:16][CH:17]=[CH:18][CH:19]=1, predict the reactants needed to synthesize it. The reactants are: C([O:3][C:4](=[O:20])[CH2:5][NH:6][C:7]([C:9]1[CH:13]=[C:12]([C:14]2[CH:19]=[CH:18][CH:17]=[CH:16][CH:15]=2)[NH:11][N:10]=1)=[O:8])C.CO.O.O[Li].O. (5) Given the product [N:36]1([C:17]2[N:18]=[C:19]([C:2]3[N:6]4[CH:7]=[CH:8][N:9]=[C:10]([NH:11][CH2:12][CH2:13][OH:14])[C:5]4=[N:4][CH:3]=3)[CH:20]=[CH:21][N:22]=2)[CH2:41][CH2:40][O:39][CH2:38][CH2:37]1, predict the reactants needed to synthesize it. The reactants are: Br[C:2]1[N:6]2[CH:7]=[CH:8][N:9]=[C:10]([NH:11][CH2:12][CH2:13][OH:14])[C:5]2=[N:4][CH:3]=1.CS[C:17]1[N:22]=[C:21]([Sn](CCCC)(CCCC)CCCC)[CH:20]=[CH:19][N:18]=1.[NH:36]1[CH2:41][CH2:40][O:39][CH2:38][CH2:37]1. (6) Given the product [Br:1][C:2]1[CH:8]=[C:7]([Br:9])[CH:6]=[CH:5][C:3]=1[NH:4][C:15](=[O:16])[C:14]1[CH:18]=[CH:19][C:11]([F:10])=[CH:12][CH:13]=1, predict the reactants needed to synthesize it. The reactants are: [Br:1][C:2]1[CH:8]=[C:7]([Br:9])[CH:6]=[CH:5][C:3]=1[NH2:4].[F:10][C:11]1[CH:19]=[CH:18][C:14]([C:15](Cl)=[O:16])=[CH:13][CH:12]=1. (7) Given the product [CH2:16]([NH:19][C:2]1[N:3]=[C:4]([NH:12][CH:13]2[CH2:15][CH2:14]2)[C:5]2[S:10][CH:9]=[C:8]([CH3:11])[C:6]=2[N:7]=1)[CH:17]=[CH2:18], predict the reactants needed to synthesize it. The reactants are: Cl[C:2]1[N:3]=[C:4]([NH:12][CH:13]2[CH2:15][CH2:14]2)[C:5]2[S:10][CH:9]=[C:8]([CH3:11])[C:6]=2[N:7]=1.[CH2:16]([NH2:19])[CH:17]=[CH2:18].C(=O)([O-])O.[Na+].